Dataset: Forward reaction prediction with 1.9M reactions from USPTO patents (1976-2016). Task: Predict the product of the given reaction. (1) Given the reactants [CH3:1][O:2][CH:3]([O:14][CH3:15])[C:4]1[CH:11]=[C:10]([CH3:12])[C:7]([C:8]#[N:9])=[C:6]([CH3:13])[CH:5]=1.[H-].[Al+3].[Li+].[H-].[H-].[H-], predict the reaction product. The product is: [CH3:15][O:14][CH:3]([O:2][CH3:1])[C:4]1[CH:11]=[C:10]([CH3:12])[C:7]([CH2:8][NH2:9])=[C:6]([CH3:13])[CH:5]=1. (2) Given the reactants Cl[CH2:2][C:3]([C:5]1[CH:6]=[C:7]2[C:11](=[CH:12][CH:13]=1)[NH:10][C:9](=[O:14])[CH2:8]2)=O.[C:15]([NH2:18])(=[S:17])[CH3:16], predict the reaction product. The product is: [CH3:16][C:15]1[S:17][CH:2]=[C:3]([C:5]2[CH:6]=[C:7]3[C:11](=[CH:12][CH:13]=2)[NH:10][C:9](=[O:14])[CH2:8]3)[N:18]=1. (3) Given the reactants [Cl-].O[NH3+:3].[C:4](=[O:7])([O-])[OH:5].[Na+].CS(C)=O.[OH:13][C:14]([CH3:54])([CH3:53])[CH2:15][N:16]1[CH:24]=[C:23]2[C:18]([CH2:19][CH2:20][CH:21]([N:25]3[C:30](=[O:31])[C:29]([CH2:32][C:33]4[CH:38]=[CH:37][C:36]([C:39]5[C:40]([C:45]#[N:46])=[CH:41][CH:42]=[CH:43][CH:44]=5)=[CH:35][CH:34]=4)=[C:28]([CH2:47][CH2:48][CH3:49])[N:27]4[N:50]=[CH:51][N:52]=[C:26]34)[CH2:22]2)=[N:17]1, predict the reaction product. The product is: [OH:13][C:14]([CH3:53])([CH3:54])[CH2:15][N:16]1[CH:24]=[C:23]2[C:18]([CH2:19][CH2:20][CH:21]([N:25]3[C:30](=[O:31])[C:29]([CH2:32][C:33]4[CH:38]=[CH:37][C:36]([C:39]5[CH:44]=[CH:43][CH:42]=[CH:41][C:40]=5[C:45]5[NH:3][C:4](=[O:7])[O:5][N:46]=5)=[CH:35][CH:34]=4)=[C:28]([CH2:47][CH2:48][CH3:49])[N:27]4[N:50]=[CH:51][N:52]=[C:26]34)[CH2:22]2)=[N:17]1. (4) Given the reactants Cl.[NH:2]1[CH2:6][CH2:5][CH2:4][C@@H:3]1[C:7]([NH:9][C@H:10]([C:12]1[CH:21]=[CH:20][C:15]([C:16]([O:18][CH3:19])=[O:17])=[CH:14][CH:13]=1)[CH3:11])=[O:8].C([O-])([O-])=O.[K+].[K+].Br[CH2:29][CH2:30][O:31][C:32]1[CH:37]=[CH:36][C:35]([F:38])=[CH:34][CH:33]=1, predict the reaction product. The product is: [F:38][C:35]1[CH:36]=[CH:37][C:32]([O:31][CH2:30][CH2:29][N:2]2[CH2:6][CH2:5][CH2:4][C@@H:3]2[C:7]([NH:9][C@H:10]([C:12]2[CH:13]=[CH:14][C:15]([C:16]([O:18][CH3:19])=[O:17])=[CH:20][CH:21]=2)[CH3:11])=[O:8])=[CH:33][CH:34]=1. (5) Given the reactants [F:1][C:2]1([F:13])[CH2:7][CH2:6][CH:5]([C:8]([O:10]CC)=[O:9])[CH2:4][CH2:3]1.O.O.[OH-].[Li+].Cl, predict the reaction product. The product is: [F:1][C:2]1([F:13])[CH2:3][CH2:4][CH:5]([C:8]([OH:10])=[O:9])[CH2:6][CH2:7]1. (6) Given the reactants OCCN1CCN(CC(NC2C(SC)=NC(C)=CC=2SC)=O)CC1.O[CH2:26][CH2:27][N:28]1[CH2:33][CH2:32][N:31]([CH2:34][C:35]([NH:37][C:38]2[C:39]([O:51][CH2:52][C:53]([F:56])([F:55])[F:54])=[N:40][C:41]([CH3:50])=[CH:42][C:43]=2[O:44][CH2:45][C:46]([F:49])([F:48])[F:47])=[O:36])[CH2:30][CH2:29]1.SC1NC2C=CC=CC=2N=1.[F:67][C:68]1[C:77]([F:78])=[CH:76][C:71]2[N:72]=[C:73]([SH:75])[NH:74][C:70]=2[CH:69]=1, predict the reaction product. The product is: [F:78][C:77]1[C:68]([F:67])=[CH:69][C:70]2[N:74]=[C:73]([S:75][CH2:26][CH2:27][N:28]3[CH2:33][CH2:32][N:31]([CH2:34][C:35]([NH:37][C:38]4[C:39]([O:51][CH2:52][C:53]([F:56])([F:54])[F:55])=[N:40][C:41]([CH3:50])=[CH:42][C:43]=4[O:44][CH2:45][C:46]([F:47])([F:48])[F:49])=[O:36])[CH2:30][CH2:29]3)[NH:72][C:71]=2[CH:76]=1. (7) Given the reactants S1[CH:5]=[CH:4][C:3]([S:6][C:7]2[CH:13]=[CH:12][C:10]([NH2:11])=[CH:9][CH:8]=2)=C1.S1C=CC(SC2C=C[C:23]([N+:26]([O-])=O)=[CH:22]C=2)=C1.NC1C=CC=CC=1, predict the reaction product. The product is: [N:26]1[CH:23]=[CH:22][CH:5]=[CH:4][C:3]=1[S:6][C:7]1[CH:8]=[CH:9][C:10]([NH2:11])=[CH:12][CH:13]=1.